From a dataset of Catalyst prediction with 721,799 reactions and 888 catalyst types from USPTO. Predict which catalyst facilitates the given reaction. Reactant: [NH2:1][C:2]1[CH:7]=[CH:6][C:5]([C:8]2[CH:13]=[CH:12][C:11]([CH:14]3[CH2:19][O:18][CH:17]([CH2:20][C:21]([O:23][CH2:24][C:25]4[CH:30]=[CH:29][CH:28]=[CH:27][CH:26]=4)=[O:22])[CH2:16][CH2:15]3)=[CH:10][CH:9]=2)=[CH:4][CH:3]=1.C([N:40]1[CH:45]=[CH:44][CH:43]=[CH:42][C:41]1=[O:46])([N:40]1[CH:45]=[CH:44][CH:43]=[CH:42][C:41]1=[O:46])=S.C1([C:51]([NH:53]N)=O)CCC1.CCN=C=NCCCN(C)C.Cl. Product: [CH:42]1([C:41]2[O:46][C:51]([NH:1][C:2]3[CH:7]=[CH:6][C:5]([C:8]4[CH:9]=[CH:10][C:11]([CH:14]5[CH2:19][O:18][CH:17]([CH2:20][C:21]([O:23][CH2:24][C:25]6[CH:26]=[CH:27][CH:28]=[CH:29][CH:30]=6)=[O:22])[CH2:16][CH2:15]5)=[CH:12][CH:13]=4)=[CH:4][CH:3]=3)=[N:53][N:40]=2)[CH2:43][CH2:44][CH2:45]1. The catalyst class is: 2.